Dataset: Reaction yield outcomes from USPTO patents with 853,638 reactions. Task: Predict the reaction yield, written as a fraction of the theoretical maximum amount of product (1.0 means a 100% yield; for example, 0.34 means a 34% yield). (1) The reactants are Cl.[NH:2]1[CH2:5][CH:4]([C:6]2[C:11]([Br:12])=[CH:10][CH:9]=[CH:8][N:7]=2)[CH2:3]1.Cl[C:14]1[CH:23]=[CH:22][C:21]2[C:16](=[CH:17][CH:18]=[CH:19][CH:20]=2)[N:15]=1.C(=O)([O-])[O-].[Cs+].[Cs+]. The catalyst is CN(C=O)C.O. The product is [Br:12][C:11]1[C:6]([CH:4]2[CH2:3][N:2]([C:14]3[CH:23]=[CH:22][C:21]4[C:16](=[CH:17][CH:18]=[CH:19][CH:20]=4)[N:15]=3)[CH2:5]2)=[N:7][CH:8]=[CH:9][CH:10]=1. The yield is 0.800. (2) The reactants are [CH3:1][C:2]1[CH:3]=[CH:4][N:5]2[C:10]=1[C:9](=[O:11])[N:8]([C:12]1[CH:17]=[CH:16][CH:15]=[CH:14][CH:13]=1)[C:7]([C@@H:18]([NH:20][C:21]1[C:22]3[C:29]([C:30]4[CH:38]=[C:37]([NH:39][S:40]([NH2:43])(=[O:42])=[O:41])[CH:36]=[C:35]5[C:31]=4[CH:32]=[CH:33][NH:34]5)=[CH:28][N:27](COCC[Si](C)(C)C)[C:23]=3[N:24]=[CH:25][N:26]=1)[CH3:19])=[N:6]2.FC(F)(F)C(O)=O.N. No catalyst specified. The product is [CH3:1][C:2]1[CH:3]=[CH:4][N:5]2[C:10]=1[C:9](=[O:11])[N:8]([C:12]1[CH:17]=[CH:16][CH:15]=[CH:14][CH:13]=1)[C:7]([C@@H:18]([NH:20][C:21]1[C:22]3[C:29]([C:30]4[CH:38]=[C:37]([NH:39][S:40]([NH2:43])(=[O:42])=[O:41])[CH:36]=[C:35]5[C:31]=4[CH:32]=[CH:33][NH:34]5)=[CH:28][NH:27][C:23]=3[N:24]=[CH:25][N:26]=1)[CH3:19])=[N:6]2. The yield is 0.800. (3) The reactants are C1COCC1.O.[C:7]([C:11]1[CH:16]=[C:15]([C:17]([CH3:20])([CH3:19])[CH3:18])[C:14](=[O:21])[C:13](=[O:22])[C:12]=1[N+:23]([O-:25])=[O:24])([CH3:10])([CH3:9])[CH3:8].[O-]S(S([O-])=O)=O.[Na+].[Na+]. The catalyst is CCOC(C)=O. The product is [C:7]([C:11]1[C:12]([N+:23]([O-:25])=[O:24])=[C:13]([OH:22])[C:14]([OH:21])=[C:15]([C:17]([CH3:18])([CH3:19])[CH3:20])[CH:16]=1)([CH3:8])([CH3:9])[CH3:10]. The yield is 0.740.